From a dataset of Full USPTO retrosynthesis dataset with 1.9M reactions from patents (1976-2016). Predict the reactants needed to synthesize the given product. (1) Given the product [Cl:15][CH2:16][C:17]1[CH:25]=[CH:24][C:20]([C:21]([NH:6][C:7]2[CH:12]=[C:11]([CH3:13])[CH:10]=[CH:9][C:8]=2[OH:14])=[O:22])=[CH:19][CH:18]=1, predict the reactants needed to synthesize it. The reactants are: C(=O)(O)[O-].[Na+].[NH2:6][C:7]1[CH:12]=[C:11]([CH3:13])[CH:10]=[CH:9][C:8]=1[OH:14].[Cl:15][CH2:16][C:17]1[CH:25]=[CH:24][C:20]([C:21](Cl)=[O:22])=[CH:19][CH:18]=1.Cl. (2) Given the product [Cl:33][C:27]1[CH:28]=[N:29][CH:30]=[C:31]([Cl:32])[C:26]=1[NH:25][C:19]1[C:18]2[C:23](=[C:14]([O:13][CH2:12][CH2:11][CH2:10][CH2:9][CH2:8][N:1]3[CH2:6][CH2:5][O:4][CH2:3][CH2:2]3)[C:15]([O:34][CH3:35])=[CH:16][CH:17]=2)[O:22][C:21](=[O:24])[CH:20]=1, predict the reactants needed to synthesize it. The reactants are: [NH:1]1[CH2:6][CH2:5][O:4][CH2:3][CH2:2]1.Br[CH2:8][CH2:9][CH2:10][CH2:11][CH2:12][O:13][C:14]1[C:15]([O:34][CH3:35])=[CH:16][CH:17]=[C:18]2[C:23]=1[O:22][C:21](=[O:24])[CH:20]=[C:19]2[NH:25][C:26]1[C:31]([Cl:32])=[CH:30][N:29]=[CH:28][C:27]=1[Cl:33]. (3) Given the product [Cl:1][C:2]1[CH:3]=[C:4]2[C:9](=[C:10]([Cl:12])[CH:11]=1)[CH2:8][N:7]([CH3:13])[CH2:6][CH:5]2[C:14]1[CH:15]=[C:16]([S:20]([NH:23][C:24]2[CH:25]=[CH:44][C:34]([CH2:35][P:36](=[O:37])([OH:43])[OH:40])=[CH:33][CH:32]=2)(=[O:22])=[O:21])[CH:17]=[CH:18][CH:19]=1, predict the reactants needed to synthesize it. The reactants are: [Cl:1][C:2]1[CH:3]=[C:4]2[C:9](=[C:10]([Cl:12])[CH:11]=1)[CH2:8][N:7]([CH3:13])[CH2:6][CH:5]2[C:14]1[CH:15]=[C:16]([S:20]([NH:23][CH2:24][CH2:25]P(=O)(O)O)(=[O:22])=[O:21])[CH:17]=[CH:18][CH:19]=1.NC1C=[CH:44][C:34]([CH2:35][P:36](=[O:43])([O:40]CC)[O:37]CC)=[CH:33][CH:32]=1. (4) Given the product [Cl:10][CH2:11][CH2:12][C@H:13]([N:1]1[C:9]2[C:4](=[N:5][CH:6]=[CH:7][CH:8]=2)[CH:3]=[CH:2]1)[C:15]1[CH:20]=[CH:19][CH:18]=[CH:17][CH:16]=1, predict the reactants needed to synthesize it. The reactants are: [NH:1]1[C:9]2[C:4](=[N:5][CH:6]=[CH:7][CH:8]=2)[CH:3]=[CH:2]1.[Cl:10][CH2:11][CH2:12][C@H:13]([C:15]1[CH:20]=[CH:19][CH:18]=[CH:17][CH:16]=1)O. (5) The reactants are: [NH:1]1[C:9]2[C:4](=[CH:5][C:6]([NH:10][C:11](=O)[CH2:12][NH:13][CH2:14][C:15]3[CH:20]=[CH:19][CH:18]=[CH:17][CH:16]=3)=[CH:7][CH:8]=2)[CH:3]=[N:2]1.Cl.C(=O)([O-])O.[Na+]. Given the product [CH2:14]([NH:13][CH2:12][CH2:11][NH:10][C:6]1[CH:5]=[C:4]2[C:9](=[CH:8][CH:7]=1)[NH:1][N:2]=[CH:3]2)[C:15]1[CH:16]=[CH:17][CH:18]=[CH:19][CH:20]=1, predict the reactants needed to synthesize it. (6) Given the product [C:9]([O:13][C:14]([N:16]1[CH2:20][CH2:19][C@@H:18]([N:5]2[CH2:6][CH2:7][C:2]([OH:8])([CH3:1])[CH2:3][CH2:4]2)[CH2:17]1)=[O:15])([CH3:12])([CH3:10])[CH3:11], predict the reactants needed to synthesize it. The reactants are: [CH3:1][C:2]1([OH:8])[CH2:7][CH2:6][NH:5][CH2:4][CH2:3]1.[C:9]([O:13][C:14]([N:16]1[CH2:20][CH2:19][C@H:18](OS(C2C=CC(C)=CC=2)(=O)=O)[CH2:17]1)=[O:15])([CH3:12])([CH3:11])[CH3:10].CN1C(=O)CCC1.C(=O)([O-])[O-].[K+].[K+].